Dataset: Full USPTO retrosynthesis dataset with 1.9M reactions from patents (1976-2016). Task: Predict the reactants needed to synthesize the given product. (1) Given the product [CH2:21]([O:20][C:17]([C:2]1[CH:3]=[C:4]2[N:10]([CH2:11][CH2:12][CH2:13][O:14][CH3:15])[CH:9]=[CH:8][C:5]2=[N:6][CH:7]=1)=[CH2:18])[CH3:22], predict the reactants needed to synthesize it. The reactants are: Br[C:2]1[CH:3]=[C:4]2[N:10]([CH2:11][CH2:12][CH2:13][O:14][CH3:15])[CH:9]=[CH:8][C:5]2=[N:6][CH:7]=1.O.[C:17]([O:20][CH2:21][CH3:22])(=O)[CH3:18]. (2) Given the product [CH2:25]([C@@H:32]1[CH2:36][O:35][C:34](=[O:37])[N:33]1[C:15](=[O:17])[CH2:14][C:12]1[S:13][C:9]([Cl:8])=[CH:10][CH:11]=1)[C:26]1[CH:27]=[CH:28][CH:29]=[CH:30][CH:31]=1, predict the reactants needed to synthesize it. The reactants are: C(N(CC)CC)C.[Cl:8][C:9]1[S:13][C:12]([CH2:14][C:15]([OH:17])=O)=[CH:11][CH:10]=1.CC(C)(C)C(Cl)=O.[CH2:25]([C@@H:32]1[CH2:36][O:35][C:34](=[O:37])[NH:33]1)[C:26]1[CH:31]=[CH:30][CH:29]=[CH:28][CH:27]=1.C([Li])CCC. (3) Given the product [Si:12]([O:11][C:3]1[CH:4]=[CH:5][C:6]([N+:8]([O-:10])=[O:9])=[CH:7][C:2]=1[NH2:1])([C:15]([CH3:18])([CH3:17])[CH3:16])([CH3:14])[CH3:13], predict the reactants needed to synthesize it. The reactants are: [NH2:1][C:2]1[CH:7]=[C:6]([N+:8]([O-:10])=[O:9])[CH:5]=[CH:4][C:3]=1[OH:11].[Si:12](Cl)([C:15]([CH3:18])([CH3:17])[CH3:16])([CH3:14])[CH3:13].C(N(CC)CC)C.[Cl-].[NH4+]. (4) Given the product [NH2:9][C:6]1[CH:5]=[C:4]([S:12]([N:15]([CH3:17])[CH3:16])(=[O:13])=[O:14])[CH:3]=[C:2]([Br:1])[C:7]=1[OH:8], predict the reactants needed to synthesize it. The reactants are: [Br:1][C:2]1[CH:3]=[C:4]([S:12]([N:15]([CH3:17])[CH3:16])(=[O:14])=[O:13])[CH:5]=[C:6]([N+:9]([O-])=O)[C:7]=1[OH:8]. (5) Given the product [CH:18]([C:17]1[CH:16]=[CH:15][C:14]([N:12]2[C:13]3[CH:1]=[CH:2][CH:3]=[CH:4][C:5]=3[C:6]3[C:11]2=[CH:10][CH:9]=[CH:8][CH:7]=3)=[CH:21][CH:20]=1)=[CH2:22], predict the reactants needed to synthesize it. The reactants are: [CH:1]1[C:13]2[N:12]([C:14]3[CH:21]=[CH:20][C:17]([CH:18]=O)=[CH:16][CH:15]=3)[C:11]3[C:6](=[CH:7][CH:8]=[CH:9][CH:10]=3)[C:5]=2[CH:4]=[CH:3][CH:2]=1.[CH3:22]C(C)([O-])C.[K+].